Regression. Given a peptide amino acid sequence and an MHC pseudo amino acid sequence, predict their binding affinity value. This is MHC class II binding data. From a dataset of Peptide-MHC class II binding affinity with 134,281 pairs from IEDB. The peptide sequence is LVKYVNGDGDVVAVD. The MHC is HLA-DPA10301-DPB10402 with pseudo-sequence HLA-DPA10301-DPB10402. The binding affinity (normalized) is 0.